Dataset: Reaction yield outcomes from USPTO patents with 853,638 reactions. Task: Predict the reaction yield, written as a fraction of the theoretical maximum amount of product (1.0 means a 100% yield; for example, 0.34 means a 34% yield). (1) The reactants are [F:1][C:2]1[CH:7]=[CH:6][C:5]([S:8][CH:9]2[CH2:14][CH2:13][N:12]([C:15]([O:17][C:18]([CH3:21])([CH3:20])[CH3:19])=[O:16])[CH2:11][CH2:10]2)=[CH:4][CH:3]=1.[OH:22]OS([O-])=O.[K+].[OH2:28]. The catalyst is CO. The product is [F:1][C:2]1[CH:3]=[CH:4][C:5]([S:8]([CH:9]2[CH2:10][CH2:11][N:12]([C:15]([O:17][C:18]([CH3:21])([CH3:20])[CH3:19])=[O:16])[CH2:13][CH2:14]2)(=[O:22])=[O:28])=[CH:6][CH:7]=1. The yield is 0.970. (2) The reactants are Br[CH2:2][C:3]1[C:10]([N+:11]([O-:13])=[O:12])=[CH:9][CH:8]=[CH:7][C:4]=1[C:5]#[N:6].[NH:14]1[CH2:18][CH2:17][CH2:16][CH2:15]1.C(N(CC)CC)C. The catalyst is C(Cl)Cl. The product is [N+:11]([C:10]1[C:3]([CH2:2][N:14]2[CH2:18][CH2:17][CH2:16][CH2:15]2)=[C:4]([CH:7]=[CH:8][CH:9]=1)[C:5]#[N:6])([O-:13])=[O:12]. The yield is 0.910. (3) The reactants are FC(F)(F)C1C=CNN=1.C(=O)([O-])[O-].[K+].[K+].[Cl:16][C:17]1[C:26]2[C:21](=[CH:22][CH:23]=[CH:24][CH:25]=2)[N:20]=[C:19]([C:27]2[CH:32]=[CH:31][C:30](F)=[CH:29][CH:28]=2)[CH:18]=1. The catalyst is CN(C=O)C. The product is [Cl:16][C:17]1[C:26]2[C:21](=[CH:22][CH:23]=[CH:24][CH:25]=2)[N:20]=[C:19]([C:27]2[CH:32]=[CH:31][CH:30]=[CH:29][CH:28]=2)[CH:18]=1. The yield is 0.750. (4) The reactants are [Cl:1][C:2]1[CH:3]=[C:4]2[C:9](=[CH:10][C:11]=1[O:12][C:13]1[CH:21]=[CH:20][C:16]([C:17]([OH:19])=O)=[CH:15][CH:14]=1)[O:8][CH2:7][CH2:6][CH:5]2[C:22]([O:24][CH2:25][CH3:26])=[O:23].C(Cl)(=O)C(Cl)=O.[Br:33][C:34]1[N:39]=[C:38]([NH2:40])[CH:37]=[CH:36][CH:35]=1. The catalyst is ClC(Cl)C.CN(C=O)C.N1C=CC=CC=1.CCOC(C)=O. The product is [Br:33][C:34]1[N:39]=[C:38]([NH:40][C:17]([C:16]2[CH:15]=[CH:14][C:13]([O:12][C:11]3[CH:10]=[C:9]4[C:4]([CH:5]([C:22]([O:24][CH2:25][CH3:26])=[O:23])[CH2:6][CH2:7][O:8]4)=[CH:3][C:2]=3[Cl:1])=[CH:21][CH:20]=2)=[O:19])[CH:37]=[CH:36][CH:35]=1. The yield is 0.850. (5) The reactants are [C:1]([C:3]1[CH:8]=[CH:7][N+:6]([O-])=[C:5]([C:10]2[CH:11]=[N:12][N:13]([CH2:15][CH3:16])[CH:14]=2)[C:4]=1[C:17]([O:19][CH3:20])=[O:18])#[N:2].O=P(Cl)(Cl)[Cl:23]. No catalyst specified. The product is [Cl:23][C:7]1[CH:8]=[C:3]([C:1]#[N:2])[C:4]([C:17]([O:19][CH3:20])=[O:18])=[C:5]([C:10]2[CH:11]=[N:12][N:13]([CH2:15][CH3:16])[CH:14]=2)[N:6]=1. The yield is 0.900. (6) The reactants are [Cl-].[Li+].[Cl:3][C:4]1[CH:9]=[CH:8][C:7](I)=[CH:6][N:5]=1.[CH3:11][Si:12](Cl)([CH3:14])[CH3:13].[C:16]1(=[O:21])[CH2:20][CH2:19][CH:18]=[CH:17]1. The catalyst is C1COCC1.[NH4+].[Cl-].CCOC(C)=O.[Cu]I. The product is [Cl:3][C:4]1[CH:9]=[CH:8][C:7]([CH:18]2[CH2:19][CH2:20][C:16]([O:21][Si:12]([CH3:14])([CH3:13])[CH3:11])=[CH:17]2)=[CH:6][N:5]=1. The yield is 0.180.